Dataset: Reaction yield outcomes from USPTO patents with 853,638 reactions. Task: Predict the reaction yield, written as a fraction of the theoretical maximum amount of product (1.0 means a 100% yield; for example, 0.34 means a 34% yield). (1) The reactants are [O:1]=[C:2]1[NH:7][C:6]2[CH:8]=[C:9]([CH2:12][N:13]3[CH2:18][CH2:17][N:16]([C:19]4[CH:29]=[CH:28][C:22]([C:23]([O:25]CC)=[O:24])=[CH:21][N:20]=4)[CH2:15][CH2:14]3)[CH:10]=[N:11][C:5]=2[N:4]2[CH2:30][CH2:31][CH2:32][C@@H:3]12.[Li+].[OH-]. The catalyst is O1CCOCC1. The product is [O:1]=[C:2]1[NH:7][C:6]2[CH:8]=[C:9]([CH2:12][N:13]3[CH2:14][CH2:15][N:16]([C:19]4[CH:29]=[CH:28][C:22]([C:23]([OH:25])=[O:24])=[CH:21][N:20]=4)[CH2:17][CH2:18]3)[CH:10]=[N:11][C:5]=2[N:4]2[CH2:30][CH2:31][CH2:32][C@@H:3]12. The yield is 0.780. (2) The reactants are [CH2:1]([O:3][C:4]1[C:8]([CH2:9][CH2:10][C:11]([O:13][CH2:14][CH3:15])=[O:12])=[CH:7][NH:6][N:5]=1)[CH3:2].[H-].[Na+].Cl[C:19]1[CH:24]=[C:23]([C:25]([F:28])([F:27])[F:26])[CH:22]=[CH:21][N:20]=1.[Cl-].[NH4+]. The catalyst is CN(C)C=O. The product is [CH2:1]([O:3][C:4]1[C:8]([CH2:9][CH2:10][C:11]([O:13][CH2:14][CH3:15])=[O:12])=[CH:7][N:6]([C:19]2[CH:24]=[C:23]([C:25]([F:28])([F:27])[F:26])[CH:22]=[CH:21][N:20]=2)[N:5]=1)[CH3:2]. The yield is 0.770. (3) The reactants are [NH2:1][C:2]1[S:6][N:5]=[C:4]([CH3:7])[C:3]=1[C:8]([NH:10][C:11]1[CH:12]=[N:13][C:14]([O:17][CH3:18])=[CH:15][CH:16]=1)=[O:9].Br[C:20]1[S:21][C:22]([C:25]([O:27][CH2:28][CH3:29])=[O:26])=[CH:23][N:24]=1.C(=O)([O-])[O-].[Cs+].[Cs+].CC1(C)C2C(=C(P(C3C=CC=CC=3)C3C=CC=CC=3)C=CC=2)OC2C(P(C3C=CC=CC=3)C3C=CC=CC=3)=CC=CC1=2. The catalyst is O1CCOCC1.CN(C=O)C.C([O-])(=O)C.[Pd+2].C([O-])(=O)C. The product is [CH3:18][O:17][C:14]1[N:13]=[CH:12][C:11]([NH:10][C:8]([C:3]2[C:4]([CH3:7])=[N:5][S:6][C:2]=2[NH:1][C:20]2[S:21][C:22]([C:25]([O:27][CH2:28][CH3:29])=[O:26])=[CH:23][N:24]=2)=[O:9])=[CH:16][CH:15]=1. The yield is 0.300. (4) The reactants are [C:1]([NH:4][CH2:5][CH2:6][C:7]1[CH:12]=[CH:11][CH:10]=[C:9]([N+:13]([O-])=O)[CH:8]=1)(=[O:3])[CH3:2].C([O-])(=O)C.[NH4+].O. The catalyst is C(O)C.[Fe]. The product is [C:1]([NH:4][CH2:5][CH2:6][C:7]1[CH:12]=[CH:11][CH:10]=[C:9]([NH2:13])[CH:8]=1)(=[O:3])[CH3:2]. The yield is 0.960. (5) The reactants are [F:1][C:2]1[CH:7]=[CH:6][CH:5]=[C:4]([F:8])[C:3]=1B(O)O.[NH2:12][C:13]1[N:14]=[C:15]([N:24]2[CH2:29][CH2:28][N:27]([C:30](=[O:40])[CH2:31][O:32][C:33]3[CH:38]=[CH:37][C:36]([Cl:39])=[CH:35][CH:34]=3)[CH2:26][CH2:25]2)[C:16]2[N:22]=[C:21](Cl)[CH:20]=[CH:19][C:17]=2[N:18]=1. No catalyst specified. The product is [NH2:12][C:13]1[N:14]=[C:15]([N:24]2[CH2:25][CH2:26][N:27]([C:30](=[O:40])[CH2:31][O:32][C:33]3[CH:38]=[CH:37][C:36]([Cl:39])=[CH:35][CH:34]=3)[CH2:28][CH2:29]2)[C:16]2[N:22]=[C:21]([C:3]3[C:2]([F:1])=[CH:7][CH:6]=[CH:5][C:4]=3[F:8])[CH:20]=[CH:19][C:17]=2[N:18]=1. The yield is 1.00. (6) The reactants are Cl.[Cl:2][C:3]1[CH:8]=[CH:7][C:6]([NH:9]N)=[CH:5][CH:4]=1.[O:11]1[CH:16]=[CH:15][CH2:14][CH2:13][CH2:12]1. The catalyst is O.O1CCOCC1.C(OCC)(=O)C. The product is [Cl:2][C:3]1[CH:8]=[C:7]2[C:6](=[CH:5][CH:4]=1)[NH:9][CH:16]=[C:15]2[CH2:14][CH2:13][CH2:12][OH:11]. The yield is 0.640. (7) The reactants are Br.[NH2:2][C:3]1[C:4]([OH:17])=[C:5]([C:9]2[S:13][C:12]([C:14]([OH:16])=[O:15])=[CH:11][CH:10]=2)[CH:6]=[CH:7][CH:8]=1.[N:18]([O-])=O.[Na+].[CH3:22][C:23]1[CH2:24][C:25](=[O:41])[N:26]([C:28]2[CH:29]=[C:30]3[C:34](=[CH:35][CH:36]=2)[C:33]([CH3:38])([CH3:37])[CH2:32][C:31]3([CH3:40])[CH3:39])[N:27]=1.C(=O)(O)[O-].[Na+]. The catalyst is Cl. The product is [OH:17][C:4]1[C:3]([NH:2][N:18]=[C:24]2[C:25](=[O:41])[N:26]([C:28]3[CH:29]=[C:30]4[C:34](=[CH:35][CH:36]=3)[C:33]([CH3:38])([CH3:37])[CH2:32][C:31]4([CH3:40])[CH3:39])[N:27]=[C:23]2[CH3:22])=[CH:8][CH:7]=[CH:6][C:5]=1[C:9]1[S:13][C:12]([C:14]([OH:16])=[O:15])=[CH:11][CH:10]=1. The yield is 0.565. (8) The reactants are C(C1C=C(NC2N=C(NC3C=CC=C(C(O)=O)C=3)C(F)=CN=2)C=CC=1)(O)=O.C[O:29][C:30]([C:32]1[CH:37]=[CH:36][C:35]([NH:38][C:39]2[N:44]=[C:43]([NH:45][C:46]3[CH:51]=[CH:50][C:49]([C:52]([O:54]C)=[O:53])=[CH:48][CH:47]=3)[C:42]([F:56])=[CH:41][N:40]=2)=[CH:34][CH:33]=1)=[O:31].[OH-].[Na+]. No catalyst specified. The product is [C:30]([C:32]1[CH:37]=[CH:36][C:35]([NH:38][C:39]2[N:44]=[C:43]([NH:45][C:46]3[CH:51]=[CH:50][C:49]([C:52]([OH:54])=[O:53])=[CH:48][CH:47]=3)[C:42]([F:56])=[CH:41][N:40]=2)=[CH:34][CH:33]=1)([OH:31])=[O:29]. The yield is 0.590. (9) The reactants are [Cl:1][C:2]1[CH:3]=[C:4]2[C:8](=[CH:9][CH:10]=1)[N:7]([C:11]1[N:15]([CH3:16])[N:14]=[C:13]([CH3:17])[C:12]=1[CH2:18][CH2:19][N:20]1[CH2:25][CH2:24][N:23](C(OC(C)(C)C)=O)[CH2:22][C:21]1=[O:33])[CH:6]=[CH:5]2.C(OCC)(=O)C.Cl. The catalyst is C(OCC)(=O)C. The product is [ClH:1].[Cl:1][C:2]1[CH:3]=[C:4]2[C:8](=[CH:9][CH:10]=1)[N:7]([C:11]1[N:15]([CH3:16])[N:14]=[C:13]([CH3:17])[C:12]=1[CH2:18][CH2:19][N:20]1[CH2:25][CH2:24][NH:23][CH2:22][C:21]1=[O:33])[CH:6]=[CH:5]2. The yield is 0.680.